This data is from Forward reaction prediction with 1.9M reactions from USPTO patents (1976-2016). The task is: Predict the product of the given reaction. Given the reactants [C:1]([O:5][C:6](=[O:26])[NH:7][C:8]1[CH:13]=[C:12]([O:14][CH2:15][CH2:16][O:17][CH3:18])[C:11]([C:19]([F:22])([F:21])[F:20])=[CH:10][C:9]=1[N+:23]([O-])=O)([CH3:4])([CH3:3])[CH3:2], predict the reaction product. The product is: [C:1]([O:5][C:6](=[O:26])[NH:7][C:8]1[CH:13]=[C:12]([O:14][CH2:15][CH2:16][O:17][CH3:18])[C:11]([C:19]([F:22])([F:21])[F:20])=[CH:10][C:9]=1[NH2:23])([CH3:4])([CH3:2])[CH3:3].